Dataset: Forward reaction prediction with 1.9M reactions from USPTO patents (1976-2016). Task: Predict the product of the given reaction. (1) Given the reactants [OH:1][C@@H:2]1[CH2:7][CH2:6][CH2:5][N:4]([C:8]([C:10]2[CH:15]=[CH:14][C:13]([C:16]3[CH:21]=[CH:20][C:19]([NH:22][CH2:23][CH:24]4[CH2:29][CH2:28][N:27]([CH2:30][C:31]([CH3:37])([CH3:36])[C:32]([F:35])([F:34])[F:33])[CH2:26][CH2:25]4)=[CH:18][CH:17]=3)=[CH:12][CH:11]=2)=[O:9])[CH2:3]1.C=O.[CH3:40]C(O)=O.[BH3-]C#N.[Na+], predict the reaction product. The product is: [OH:1][C@@H:2]1[CH2:7][CH2:6][CH2:5][N:4]([C:8]([C:10]2[CH:11]=[CH:12][C:13]([C:16]3[CH:17]=[CH:18][C:19]([N:22]([CH3:40])[CH2:23][CH:24]4[CH2:29][CH2:28][N:27]([CH2:30][C:31]([CH3:37])([CH3:36])[C:32]([F:35])([F:34])[F:33])[CH2:26][CH2:25]4)=[CH:20][CH:21]=3)=[CH:14][CH:15]=2)=[O:9])[CH2:3]1. (2) Given the reactants [NH2:1][C@@H:2]([CH2:6][OH:7])[CH:3]([CH3:5])[CH3:4].[S:8]1[CH2:14][C:12](=[O:13])[NH:11][C:9]1=S.CCN(C(C)C)C(C)C, predict the reaction product. The product is: [OH:7][CH2:6][C@H:2]([NH:1][C:9]1[S:8][CH2:14][C:12](=[O:13])[N:11]=1)[CH:3]([CH3:5])[CH3:4].